The task is: Predict the product of the given reaction.. This data is from Forward reaction prediction with 1.9M reactions from USPTO patents (1976-2016). (1) Given the reactants Br[C:2]1[C:26](=[O:27])[N:25]([CH:28]2[CH2:32][CH2:31][CH2:30][CH2:29]2)[C:5]2[N:6]=[C:7]([NH:10][C:11]3[CH:16]=[CH:15][C:14]([N:17]4[CH2:22][CH:21]([CH3:23])[O:20][CH:19]([CH3:24])[CH2:18]4)=[CH:13][N:12]=3)[N:8]=[CH:9][C:4]=2[C:3]=1[CH3:33].C([Sn](CCCC)(CCCC)[C:39]([O:41][CH2:42][CH3:43])=[CH2:40])CCC, predict the reaction product. The product is: [CH:28]1([N:25]2[C:5]3[N:6]=[C:7]([NH:10][C:11]4[CH:16]=[CH:15][C:14]([N:17]5[CH2:18][CH:19]([CH3:24])[O:20][CH:21]([CH3:23])[CH2:22]5)=[CH:13][N:12]=4)[N:8]=[CH:9][C:4]=3[C:3]([CH3:33])=[C:2]([C:39]([O:41][CH2:42][CH3:43])=[CH2:40])[C:26]2=[O:27])[CH2:29][CH2:30][CH2:31][CH2:32]1. (2) Given the reactants [Cl:1][C:2]1[N:7]=[C:6](Cl)[CH:5]=[CH:4][N:3]=1.[OH:9][C:10]1[CH:37]=[CH:36][CH:35]=[CH:34][C:11]=1[CH2:12][NH:13][C:14]([NH:16][C:17]1[N:21]([C:22]2[CH:27]=[CH:26][C:25]([O:28][CH3:29])=[CH:24][CH:23]=2)[N:20]=[C:19]([C:30]([CH3:33])([CH3:32])[CH3:31])[CH:18]=1)=[O:15].[OH-].[Na+].[Cl-].[NH4+], predict the reaction product. The product is: [Cl:1][C:2]1[N:7]=[C:6]([O:9][C:10]2[CH:37]=[CH:36][CH:35]=[CH:34][C:11]=2[CH2:12][NH:13][C:14]([NH:16][C:17]2[N:21]([C:22]3[CH:27]=[CH:26][C:25]([O:28][CH3:29])=[CH:24][CH:23]=3)[N:20]=[C:19]([C:30]([CH3:31])([CH3:32])[CH3:33])[CH:18]=2)=[O:15])[CH:5]=[CH:4][N:3]=1. (3) Given the reactants C(OC(=O)C)(=O)C.S(=O)(=O)(O)O.[Cl:13][CH2:14][C:15]([C:25]1[CH:30]=[CH:29][C:28]([F:31])=[CH:27][C:26]=1[F:32])(O)[CH2:16][C:17]1[CH:22]=[CH:21][C:20]([Cl:23])=[CH:19][CH:18]=1.[Cl-].[Na+].[OH-].[Na+], predict the reaction product. The product is: [Cl:13][CH2:14]/[C:15](/[C:25]1[CH:30]=[CH:29][C:28]([F:31])=[CH:27][C:26]=1[F:32])=[CH:16]\[C:17]1[CH:22]=[CH:21][C:20]([Cl:23])=[CH:19][CH:18]=1. (4) The product is: [F:1][C:2]1[CH:10]=[CH:9][C:8]([I:11])=[CH:7][C:3]=1[C:4]([Cl:12])=[O:5]. Given the reactants [F:1][C:2]1[CH:10]=[CH:9][C:8]([I:11])=[CH:7][C:3]=1[C:4](O)=[O:5].[Cl:12]CCl, predict the reaction product. (5) Given the reactants [N:1]1([C@@H:7]2[CH2:11][CH2:10][C:9]([C:12]#[N:13])=[CH:8]2)[CH2:6][CH2:5][NH:4][CH2:3][CH2:2]1.C1(P(C2C=CC=CC=2)C2C3OC4C(=CC=CC=4P(C4C=CC=CC=4)C4C=CC=CC=4)C(C)(C)C=3C=CC=2)C=CC=CC=1.C(=O)([O-])[O-].[Cs+].[Cs+].Br[C:63]1[CH:72]=[CH:71][C:66]([C:67]([NH:69][CH3:70])=[O:68])=[C:65]([F:73])[CH:64]=1, predict the reaction product. The product is: [C:12]([C:9]1[CH2:10][CH2:11][C@@H:7]([N:1]2[CH2:6][CH2:5][N:4]([C:63]3[CH:72]=[CH:71][C:66]([C:67]([NH:69][CH3:70])=[O:68])=[C:65]([F:73])[CH:64]=3)[CH2:3][CH2:2]2)[CH:8]=1)#[N:13]. (6) Given the reactants [CH2:1]([C:13]1[CH:14]=[CH:15][C:16]2[CH2:17][C:18]3[C:31]([C:32](=O)[C:33]=2[CH:34]=1)=[CH:30][C:29]1[CH2:28][C:27]2[C:22](=[CH:23][C:24]([CH2:36][CH2:37][CH2:38][CH2:39][CH2:40][CH2:41][CH2:42][CH2:43][CH2:44][CH2:45][CH2:46][CH3:47])=[CH:25][CH:26]=2)[C:21](=O)[C:20]=1[CH:19]=3)[CH2:2][CH2:3][CH2:4][CH2:5][CH2:6][CH2:7][CH2:8][CH2:9][CH2:10][CH2:11][CH3:12], predict the reaction product. The product is: [CH2:36]([C:24]1[CH:25]=[CH:26][C:27]2[C:22](=[CH:21][C:20]3[C:29]([CH:28]=2)=[CH:30][C:31]2[C:18](=[CH:17][C:16]4[C:33]([CH:32]=2)=[CH:34][C:13]([CH2:1][CH2:2][CH2:3][CH2:4][CH2:5][CH2:6][CH2:7][CH2:8][CH2:9][CH2:10][CH2:11][CH3:12])=[CH:14][CH:15]=4)[CH:19]=3)[CH:23]=1)[CH2:37][CH2:38][CH2:39][CH2:40][CH2:41][CH2:42][CH2:43][CH2:44][CH2:45][CH2:46][CH3:47]. (7) Given the reactants [C:1]([O:5][C:6](=[O:15])[NH:7][CH2:8][CH:9]1[CH2:14][CH2:13][NH:12][CH2:11][CH2:10]1)([CH3:4])([CH3:3])[CH3:2].[C:16]([O:20][CH2:21][CH3:22])(=[O:19])[CH:17]=[CH2:18], predict the reaction product. The product is: [C:1]([O:5][C:6]([NH:7][CH2:8][CH:9]1[CH2:10][CH2:11][N:12]([CH2:18][CH2:17][C:16]([O:20][CH2:21][CH3:22])=[O:19])[CH2:13][CH2:14]1)=[O:15])([CH3:4])([CH3:2])[CH3:3].